Task: Binary Classification. Given a T-cell receptor sequence (or CDR3 region) and an epitope sequence, predict whether binding occurs between them.. Dataset: TCR-epitope binding with 47,182 pairs between 192 epitopes and 23,139 TCRs (1) The epitope is EILDITPCSF. The TCR CDR3 sequence is CSVAPGQGKNHSNQPQHF. Result: 0 (the TCR does not bind to the epitope). (2) The epitope is EPLPQGQLTAY. The TCR CDR3 sequence is CASQDTNSYEQYF. Result: 1 (the TCR binds to the epitope). (3) The epitope is KAYNVTQAF. The TCR CDR3 sequence is CASSQDARGPDEQYF. Result: 1 (the TCR binds to the epitope). (4) The epitope is YIFFASFYY. The TCR CDR3 sequence is CASRPSGILYNEQFF. Result: 0 (the TCR does not bind to the epitope). (5) The epitope is KLPDDFTGCV. The TCR CDR3 sequence is CASRPSTGHSYEQYF. Result: 1 (the TCR binds to the epitope). (6) The TCR CDR3 sequence is CASSQEVGTGETQYF. The epitope is YEGNSPFHPL. Result: 1 (the TCR binds to the epitope).